Dataset: NCI-60 drug combinations with 297,098 pairs across 59 cell lines. Task: Regression. Given two drug SMILES strings and cell line genomic features, predict the synergy score measuring deviation from expected non-interaction effect. (1) Drug 1: C1CN(P(=O)(OC1)NCCCl)CCCl. Drug 2: N.N.Cl[Pt+2]Cl. Cell line: HT29. Synergy scores: CSS=7.35, Synergy_ZIP=-7.69, Synergy_Bliss=-3.45, Synergy_Loewe=-26.1, Synergy_HSA=-5.60. (2) Drug 1: CCC1=C2CN3C(=CC4=C(C3=O)COC(=O)C4(CC)O)C2=NC5=C1C=C(C=C5)O. Drug 2: CC12CCC3C(C1CCC2OP(=O)(O)O)CCC4=C3C=CC(=C4)OC(=O)N(CCCl)CCCl.[Na+]. Cell line: ACHN. Synergy scores: CSS=36.3, Synergy_ZIP=-3.59, Synergy_Bliss=-8.21, Synergy_Loewe=-14.2, Synergy_HSA=-7.55. (3) Drug 1: C1CCC(C1)C(CC#N)N2C=C(C=N2)C3=C4C=CNC4=NC=N3. Drug 2: CCC1(CC2CC(C3=C(CCN(C2)C1)C4=CC=CC=C4N3)(C5=C(C=C6C(=C5)C78CCN9C7C(C=CC9)(C(C(C8N6C)(C(=O)OC)O)OC(=O)C)CC)OC)C(=O)OC)O.OS(=O)(=O)O. Cell line: UACC62. Synergy scores: CSS=27.2, Synergy_ZIP=7.06, Synergy_Bliss=8.67, Synergy_Loewe=-42.8, Synergy_HSA=1.34. (4) Drug 1: C1=C(C(=O)NC(=O)N1)F. Drug 2: C1=NC(=NC(=O)N1C2C(C(C(O2)CO)O)O)N. Cell line: HCC-2998. Synergy scores: CSS=18.6, Synergy_ZIP=-6.94, Synergy_Bliss=-13.5, Synergy_Loewe=-13.1, Synergy_HSA=-13.0. (5) Drug 1: C1=C(C(=O)NC(=O)N1)F. Drug 2: CCN(CC)CCCC(C)NC1=C2C=C(C=CC2=NC3=C1C=CC(=C3)Cl)OC. Cell line: NCI/ADR-RES. Synergy scores: CSS=42.7, Synergy_ZIP=-11.6, Synergy_Bliss=-5.83, Synergy_Loewe=-0.974, Synergy_HSA=-0.794. (6) Drug 1: C1=CC(=CC=C1CCC2=CNC3=C2C(=O)NC(=N3)N)C(=O)NC(CCC(=O)O)C(=O)O. Synergy scores: CSS=16.1, Synergy_ZIP=-4.96, Synergy_Bliss=-12.3, Synergy_Loewe=-35.2, Synergy_HSA=-14.5. Drug 2: CC(C)NC(=O)C1=CC=C(C=C1)CNNC.Cl. Cell line: COLO 205.